This data is from Reaction yield outcomes from USPTO patents with 853,638 reactions. The task is: Predict the reaction yield, written as a fraction of the theoretical maximum amount of product (1.0 means a 100% yield; for example, 0.34 means a 34% yield). (1) The reactants are [C:1]([O:5][C:6]([N:8]1[CH2:11][C:10]([O:13][C:14]2[CH:19]=[C:18]([Br:20])[CH:17]=[CH:16][C:15]=2[OH:21])([CH3:12])[CH2:9]1)=[O:7])([CH3:4])([CH3:3])[CH3:2].Br[CH2:23][CH2:24][C:25]1[CH:30]=[CH:29][CH:28]=[CH:27][CH:26]=1.C([O-])([O-])=O.[Cs+].[Cs+]. The catalyst is CN(C=O)C.O. The product is [C:1]([O:5][C:6]([N:8]1[CH2:9][C:10]([O:13][C:14]2[CH:19]=[C:18]([Br:20])[CH:17]=[CH:16][C:15]=2[O:21][CH2:23][CH2:24][C:25]2[CH:30]=[CH:29][CH:28]=[CH:27][CH:26]=2)([CH3:12])[CH2:11]1)=[O:7])([CH3:2])([CH3:3])[CH3:4]. The yield is 0.580. (2) The reactants are Br[C:2]1[N:7]2[N:8]=[C:9]([NH:11][C:12]3[CH:19]=[CH:18][C:15]([C:16]#[N:17])=[CH:14][CH:13]=3)[N:10]=[C:6]2[CH:5]=[CH:4][CH:3]=1.[NH2:20][C@H:21]1[CH2:26][CH2:25][CH2:24][N:23]([C:27]([O:29][C:30]([CH3:33])([CH3:32])[CH3:31])=[O:28])[CH2:22]1.C(=O)([O-])[O-].[Cs+].[Cs+].C1(P(C2C=CC=CC=2)C2C3OC4C(=CC=CC=4P(C4C=CC=CC=4)C4C=CC=CC=4)C(C)(C)C=3C=CC=2)C=CC=CC=1. The catalyst is O1CCOCC1.[Cl-].[Na+].O. The product is [C:16]([C:15]1[CH:18]=[CH:19][C:12]([NH:11][C:9]2[N:10]=[C:6]3[CH:5]=[CH:4][CH:3]=[C:2]([NH:20][C@H:21]4[CH2:26][CH2:25][CH2:24][N:23]([C:27]([O:29][C:30]([CH3:33])([CH3:32])[CH3:31])=[O:28])[CH2:22]4)[N:7]3[N:8]=2)=[CH:13][CH:14]=1)#[N:17]. The yield is 0.350. (3) The yield is 0.990. The product is [NH2:1][C:4]1[CH:12]=[C:11]2[C:7]([C:8]([C:13]#[N:14])=[CH:9][NH:10]2)=[CH:6][CH:5]=1. The catalyst is CCO.[Pd]. The reactants are [N+:1]([C:4]1[CH:12]=[C:11]2[C:7]([C:8]([C:13]#[N:14])=[CH:9][NH:10]2)=[CH:6][CH:5]=1)([O-])=O. (4) The reactants are [Cl:1][C:2]1[CH:3]=[C:4]([C:12]2[O:16][N:15]=[C:14]([CH:17]=O)[CH:13]=2)[CH:5]=[CH:6][C:7]=1[O:8][CH:9]([CH3:11])[CH3:10].[NH2:19][C:20]1[CH:33]=[CH:32][C:23]([CH2:24][N:25]2[CH2:28][CH:27]([C:29]([OH:31])=[O:30])[CH2:26]2)=[CH:22][CH:21]=1.C(O)(=O)C.C([BH3-])#N. The catalyst is CO. The product is [Cl:1][C:2]1[CH:3]=[C:4]([C:12]2[O:16][N:15]=[C:14]([CH2:17][NH:19][C:20]3[CH:21]=[CH:22][C:23]([CH2:24][N:25]4[CH2:26][CH:27]([C:29]([OH:31])=[O:30])[CH2:28]4)=[CH:32][CH:33]=3)[CH:13]=2)[CH:5]=[CH:6][C:7]=1[O:8][CH:9]([CH3:10])[CH3:11]. The yield is 0.410.